This data is from Reaction yield outcomes from USPTO patents with 853,638 reactions. The task is: Predict the reaction yield, written as a fraction of the theoretical maximum amount of product (1.0 means a 100% yield; for example, 0.34 means a 34% yield). (1) The reactants are [NH2:1][C:2]1[CH:7]=[CH:6][C:5]([C:8]2([C:11]([O:13][CH3:14])=[O:12])[CH2:10][CH2:9]2)=[CH:4][C:3]=1Br.[C:16]([Si:18]([CH3:21])([CH3:20])[CH3:19])#[CH:17]. The catalyst is CCN(CC)CC.CN(C1C=CN=CC=1)C.Cl[Pd](Cl)([P](C1C=CC=CC=1)(C1C=CC=CC=1)C1C=CC=CC=1)[P](C1C=CC=CC=1)(C1C=CC=CC=1)C1C=CC=CC=1. The product is [NH2:1][C:2]1[CH:7]=[CH:6][C:5]([C:8]2([C:11]([O:13][CH3:14])=[O:12])[CH2:10][CH2:9]2)=[CH:4][C:3]=1[C:17]#[C:16][Si:18]([CH3:21])([CH3:20])[CH3:19]. The yield is 0.560. (2) The reactants are [CH3:1][O:2][C:3](=[O:76])/[CH:4]=[CH:5]\[CH:6]=[CH:7]\[C@@H:8]([CH3:75])[C@@H:9]([O:67][Si:68]([C:71]([CH3:74])([CH3:73])[CH3:72])([CH3:70])[CH3:69])[CH2:10][C@H:11]([O:59][Si:60]([C:63]([CH3:66])([CH3:65])[CH3:64])([CH3:62])[CH3:61])/[CH:12]=[CH:13]\[C@H:14]([CH3:58])[C@H:15]([O:50][Si:51]([C:54]([CH3:57])([CH3:56])[CH3:55])([CH3:53])[CH3:52])[C@@H:16]([CH3:49])[CH2:17][CH2:18][CH2:19][CH2:20][C@@H:21]([O:41][Si:42]([C:45]([CH3:48])([CH3:47])[CH3:46])([CH3:44])[CH3:43])[C@H:22]([CH3:40])[C@@H:23]([O:30]CC1C=CC(OC)=CC=1)[C@@H:24]([CH3:29])/[CH:25]=[CH:26]\[CH:27]=[CH2:28].C(C1C(=O)C(Cl)=C(Cl)C(=O)C=1C#N)#N. The catalyst is CCOC(C)=O.CCCCCC. The product is [CH3:1][O:2][C:3](=[O:76])/[CH:4]=[CH:5]\[CH:6]=[CH:7]\[C@@H:8]([CH3:75])[C@@H:9]([O:67][Si:68]([C:71]([CH3:74])([CH3:73])[CH3:72])([CH3:69])[CH3:70])[CH2:10][C@H:11]([O:59][Si:60]([C:63]([CH3:66])([CH3:65])[CH3:64])([CH3:61])[CH3:62])/[CH:12]=[CH:13]\[C@H:14]([CH3:58])[C@H:15]([O:50][Si:51]([C:54]([CH3:55])([CH3:56])[CH3:57])([CH3:53])[CH3:52])[C@@H:16]([CH3:49])[CH2:17][CH2:18][CH2:19][CH2:20][C@@H:21]([O:41][Si:42]([C:45]([CH3:46])([CH3:47])[CH3:48])([CH3:43])[CH3:44])[C@H:22]([CH3:40])[C@@H:23]([OH:30])[C@@H:24]([CH3:29])/[CH:25]=[CH:26]\[CH:27]=[CH2:28]. The yield is 0.820. (3) The reactants are [Si:1]([O:8][CH2:9][CH:10]1[CH:14]([OH:15])[CH2:13][C@@H:12]([CH:16]2[CH2:18][CH2:17]2)[N:11]1[C:19]([O:21][C:22]([CH3:25])([CH3:24])[CH3:23])=[O:20])([C:4]([CH3:7])([CH3:6])[CH3:5])([CH3:3])[CH3:2].C([O-])(O)=O.[Na+].CC(OI1(OC(C)=O)(OC(C)=O)OC(=O)C2C=CC=CC1=2)=O.S([O-])([O-])=O.[Na+].[Na+]. The catalyst is C(Cl)Cl. The product is [Si:1]([O:8][CH2:9][CH:10]1[C:14](=[O:15])[CH2:13][C@@H:12]([CH:16]2[CH2:17][CH2:18]2)[N:11]1[C:19]([O:21][C:22]([CH3:25])([CH3:24])[CH3:23])=[O:20])([C:4]([CH3:7])([CH3:6])[CH3:5])([CH3:3])[CH3:2]. The yield is 0.560. (4) The reactants are N1C=CN=C1CN1C(=O)COC2N=C(C3C=CC(C4(N)CCC4)=CC=3)C(C3C=CC=CC=3)=CC1=2.C(OC(=O)[NH:41][C:42]1([C:46]2[CH:51]=[CH:50][C:49]([C:52]3[C:53]([C:69]4[CH:74]=[CH:73][CH:72]=[CH:71][CH:70]=4)=[CH:54][C:55]4[N:60]5[C:61](=[O:67])[N:62]([CH2:64][C:65]#[N:66])[N:63]=[C:59]5[CH2:58][O:57][C:56]=4[N:68]=3)=[CH:48][CH:47]=2)[CH2:45][CH2:44][CH2:43]1)(C)(C)C. No catalyst specified. The product is [NH2:41][C:42]1([C:46]2[CH:51]=[CH:50][C:49]([C:52]3[C:53]([C:69]4[CH:70]=[CH:71][CH:72]=[CH:73][CH:74]=4)=[CH:54][C:55]4[N:60]5[C:61](=[O:67])[N:62]([CH2:64][C:65]#[N:66])[N:63]=[C:59]5[CH2:58][O:57][C:56]=4[N:68]=3)=[CH:48][CH:47]=2)[CH2:45][CH2:44][CH2:43]1. The yield is 0.610. (5) The reactants are C(O[C:9]([N:11]([CH2:13][CH2:14][C:15]([N:17]1[CH2:26][CH2:25][C:24]2[C:19](=[CH:20][C:21]([O:29][CH3:30])=[C:22]([O:27][CH3:28])[CH:23]=2)[C:18]21[CH2:35][CH2:34][CH:33]([C:36]([N:38]1[CH2:43][CH2:42][N:41]([C:44]3[CH:49]=[CH:48][CH:47]=[CH:46][N:45]=3)[CH2:40][CH2:39]1)=[O:37])[CH2:32][CH:31]2[CH:50]1[C:59]2[C:54](=[CH:55][C:56]([O:62][CH3:63])=[C:57]([O:60][CH3:61])[CH:58]=2)[CH2:53][CH2:52][N:51]1[CH2:64][CH3:65])=[O:16])C)=O)C1C=CC=CC=1.C([O-])=O.[NH4+]. The catalyst is [C].[Pd].CO. The product is [CH3:9][NH:11][CH2:13][CH2:14][C:15]([N:17]1[CH2:26][CH2:25][C:24]2[C:19](=[CH:20][C:21]([O:29][CH3:30])=[C:22]([O:27][CH3:28])[CH:23]=2)[C:18]21[CH2:35][CH2:34][CH:33]([C:36]([N:38]1[CH2:39][CH2:40][N:41]([C:44]3[CH:49]=[CH:48][CH:47]=[CH:46][N:45]=3)[CH2:42][CH2:43]1)=[O:37])[CH2:32][CH:31]2[CH:50]1[C:59]2[C:54](=[CH:55][C:56]([O:62][CH3:63])=[C:57]([O:60][CH3:61])[CH:58]=2)[CH2:53][CH2:52][N:51]1[CH2:64][CH3:65])=[O:16]. The yield is 0.800. (6) The reactants are [Cl:1][C:2]1[CH:3]=[C:4]([CH:6]=[CH:7][C:8]=1[O:9][C:10]1[C:19]2[C:14](=[CH:15][C:16]([O:22][CH3:23])=[C:17]([O:20][CH3:21])[CH:18]=2)[N:13]=[CH:12][CH:11]=1)[NH2:5].C(N(CC)C(C)C)(C)C.Cl[C:34](Cl)([O:36]C(=O)OC(Cl)(Cl)Cl)Cl.[O:45]1[CH:49]=[CH:48][C:47]([NH2:50])=[N:46]1.C(=O)([O-])O.[Na+]. The catalyst is ClC1C=CC=CC=1. The product is [Cl:1][C:2]1[CH:3]=[C:4]([NH:5][C:34]([NH:50][C:47]2[CH:48]=[CH:49][O:45][N:46]=2)=[O:36])[CH:6]=[CH:7][C:8]=1[O:9][C:10]1[C:19]2[C:14](=[CH:15][C:16]([O:22][CH3:23])=[C:17]([O:20][CH3:21])[CH:18]=2)[N:13]=[CH:12][CH:11]=1. The yield is 0.0800.